From a dataset of Full USPTO retrosynthesis dataset with 1.9M reactions from patents (1976-2016). Predict the reactants needed to synthesize the given product. (1) Given the product [N+:16]([C:13]1[CH:14]=[CH:15][C:10]([C@H:9]2[CH2:8][CH2:7][C@H:6]([C:24]3[CH:29]=[CH:28][C:27]([N+:30]([O-:32])=[O:31])=[CH:26][CH:25]=3)[N:43]2[C:42]2[CH:41]=[CH:40][C:39]([N:36]3[CH2:37][CH2:38][O:33][CH2:34][CH2:35]3)=[CH:45][CH:44]=2)=[CH:11][CH:12]=1)([O-:18])=[O:17], predict the reactants needed to synthesize it. The reactants are: CS(O[C@H:6]([C:24]1[CH:29]=[CH:28][C:27]([N+:30]([O-:32])=[O:31])=[CH:26][CH:25]=1)[CH2:7][CH2:8][C@H:9](OS(C)(=O)=O)[C:10]1[CH:15]=[CH:14][C:13]([N+:16]([O-:18])=[O:17])=[CH:12][CH:11]=1)(=O)=O.[O:33]1[CH2:38][CH2:37][N:36]([C:39]2[CH:45]=[CH:44][C:42]([NH2:43])=[CH:41][CH:40]=2)[CH2:35][CH2:34]1. (2) Given the product [CH:50]([C:42]1[CH:43]=[CH:44][CH:45]=[C:46]([CH:47]([CH3:49])[CH3:48])[C:41]=1[NH:40][CH2:39][C:37]1[CH:36]=[CH:35][CH:34]=[C:33]([C:14]2[CH:15]=[CH:16][CH:17]=[CH:18][C:13]=2[CH2:12][NH:11][C:10]2[CH:28]=[CH:29][CH:30]=[CH:31][C:9]=2[CH3:8])[N:38]=1)([CH3:52])[CH3:51], predict the reactants needed to synthesize it. The reactants are: C([O-])([O-])=O.[Na+].[Na+].O.[CH3:8][C:9]1[CH:31]=[CH:30][CH:29]=[CH:28][C:10]=1[NH:11][CH2:12][C:13]1[CH:18]=[CH:17][CH:16]=[CH:15][C:14]=1B1OC(C)(C)C(C)(C)O1.Br[C:33]1[N:38]=[C:37]([CH2:39][NH:40][C:41]2[C:46]([CH:47]([CH3:49])[CH3:48])=[CH:45][CH:44]=[CH:43][C:42]=2[CH:50]([CH3:52])[CH3:51])[CH:36]=[CH:35][CH:34]=1. (3) Given the product [C:46]([N:43]1[CH2:42][CH2:41][N:40]([C:37]2[CH:36]=[CH:35][C:34]([NH:33][C:19](=[O:20])[CH2:18][C:11]3[CH:12]=[C:13]([C:14]([F:16])([F:17])[F:15])[C:8]([C:6]4[CH:5]=[CH:4][N:3]=[C:2]([CH3:1])[CH:7]=4)=[N:9][CH:10]=3)=[N:39][CH:38]=2)[CH2:45][CH2:44]1)(=[O:48])[CH3:47], predict the reactants needed to synthesize it. The reactants are: [CH3:1][C:2]1[CH:7]=[C:6]([C:8]2[C:13]([C:14]([F:17])([F:16])[F:15])=[CH:12][C:11]([CH2:18][C:19](OC(C)(C)C)=[O:20])=[CH:10][N:9]=2)[CH:5]=[CH:4][N:3]=1.C(O)(C(F)(F)F)=O.[NH2:33][C:34]1[N:39]=[CH:38][C:37]([N:40]2[CH2:45][CH2:44][N:43]([C:46](=[O:48])[CH3:47])[CH2:42][CH2:41]2)=[CH:36][CH:35]=1.CCN(C(C)C)C(C)C.F[P-](F)(F)(F)(F)F.N1(OC(N(C)C)=[N+](C)C)C2N=CC=CC=2N=N1. (4) Given the product [NH2:1][C@H:2]([CH2:3][C:4]([O:6][CH3:14])=[O:5])[C:7]([OH:9])=[O:8].[ClH:12], predict the reactants needed to synthesize it. The reactants are: [NH2:1][C@@H:2]([C:7]([OH:9])=[O:8])[CH2:3][C:4]([OH:6])=[O:5].S(Cl)([Cl:12])=O.[CH2:14](OCC)C. (5) Given the product [CH3:18][O:19][C:20](=[O:46])[C@H:21]([CH2:38][C:39]1[CH:44]=[CH:43][C:42]([NH:45][C:8]([C:7]2[C:2]([CH3:1])=[N:3][CH:4]=[CH:5][C:6]=2[CH3:11])=[O:10])=[CH:41][CH:40]=1)[NH:22][C:23]([C:25]1([CH2:30][CH2:31][CH2:32][CH2:33][S:34]([CH3:37])(=[O:36])=[O:35])[CH2:29][CH2:28][CH2:27][CH2:26]1)=[S:24], predict the reactants needed to synthesize it. The reactants are: [CH3:1][C:2]1[C:7]([C:8]([OH:10])=O)=[C:6]([CH3:11])[CH:5]=[CH:4][N:3]=1.C(Cl)(=O)C(Cl)=O.[CH3:18][O:19][C:20](=[O:46])[C@H:21]([CH2:38][C:39]1[CH:44]=[CH:43][C:42]([NH2:45])=[CH:41][CH:40]=1)[NH:22][C:23]([C:25]1([CH2:30][CH2:31][CH2:32][CH2:33][S:34]([CH3:37])(=[O:36])=[O:35])[CH2:29][CH2:28][CH2:27][CH2:26]1)=[S:24].C(N(C(C)C)CC)(C)C. (6) The reactants are: [F:1][C:2]1[CH:38]=[CH:37][CH:36]=[C:35]([F:39])[C:3]=1[CH2:4][O:5][C:6]1[C:7]2[N:8]([C:13]([C:17]([NH:19][CH:20]3[CH:27]4[CH:23]([N:24](C(OC(C)(C)C)=O)[CH2:25][CH2:26]4)[CH2:22][CH2:21]3)=[O:18])=[C:14]([CH3:16])[N:15]=2)[CH:9]=[C:10]([CH3:12])[CH:11]=1.Cl. Given the product [F:1][C:2]1[CH:38]=[CH:37][CH:36]=[C:35]([F:39])[C:3]=1[CH2:4][O:5][C:6]1[C:7]2[N:8]([C:13]([C:17]([NH:19][CH:20]3[CH:27]4[CH:23]([NH:24][CH2:25][CH2:26]4)[CH2:22][CH2:21]3)=[O:18])=[C:14]([CH3:16])[N:15]=2)[CH:9]=[C:10]([CH3:12])[CH:11]=1, predict the reactants needed to synthesize it.